From a dataset of TCR-epitope binding with 47,182 pairs between 192 epitopes and 23,139 TCRs. Binary Classification. Given a T-cell receptor sequence (or CDR3 region) and an epitope sequence, predict whether binding occurs between them. The epitope is MPASWVMRI. The TCR CDR3 sequence is CASSVAVGTGSGANVLTF. Result: 0 (the TCR does not bind to the epitope).